Predict the reactants needed to synthesize the given product. From a dataset of Full USPTO retrosynthesis dataset with 1.9M reactions from patents (1976-2016). Given the product [OH:28][CH2:27][CH2:26][O:25][C:22]1[CH:21]=[CH:20][C:19]([C:3]([CH2:1][CH3:2])=[C:4]([C:5]2[CH:6]=[CH:7][C:8]([OH:11])=[CH:9][CH:10]=2)[C:12]2[CH:17]=[CH:16][C:15]([OH:18])=[CH:14][CH:13]=2)=[CH:24][CH:23]=1, predict the reactants needed to synthesize it. The reactants are: [CH2:1]([C:3]([C:19]1[CH:24]=[CH:23][C:22]([O:25][CH2:26][C:27](OCC)=[O:28])=[CH:21][CH:20]=1)=[C:4]([C:12]1[CH:17]=[CH:16][C:15]([OH:18])=[CH:14][CH:13]=1)[C:5]1[CH:10]=[CH:9][C:8]([OH:11])=[CH:7][CH:6]=1)[CH3:2].[H-].[H-].[H-].[H-].[Li+].[Al+3].